Task: Predict the product of the given reaction.. Dataset: Forward reaction prediction with 1.9M reactions from USPTO patents (1976-2016) (1) Given the reactants [H-].[H-].[H-].[H-].[Li+].[Al+3].[C:7]([C:9]1[CH:18]=[C:17]([F:19])[CH:16]=[CH:15][C:10]=1[C:11](OC)=[O:12])#[N:8], predict the reaction product. The product is: [NH2:8][CH2:7][C:9]1[CH:18]=[C:17]([F:19])[CH:16]=[CH:15][C:10]=1[CH2:11][OH:12]. (2) Given the reactants [CH:1]1([C:4]2[N:5]=[C:6]3[C:12]([C:13]([OH:15])=O)=[CH:11][N:10]([CH2:16][O:17][CH2:18][CH2:19][Si:20]([CH3:23])([CH3:22])[CH3:21])[C:7]3=[N:8][CH:9]=2)[CH2:3][CH2:2]1.C(Cl)CCl.[NH2:28][CH2:29][C:30]#[N:31], predict the reaction product. The product is: [C:29]([CH2:30][NH:31][C:13]([C:12]1[C:6]2[C:7](=[N:8][CH:9]=[C:4]([CH:1]3[CH2:2][CH2:3]3)[N:5]=2)[N:10]([CH2:16][O:17][CH2:18][CH2:19][Si:20]([CH3:21])([CH3:23])[CH3:22])[CH:11]=1)=[O:15])#[N:28]. (3) Given the reactants [NH2:1][C:2]1[N:10]=[C:9]2[C:5]([NH:6][C:7](=[O:19])[N:8]2[C@H:11]2[CH2:16][CH2:15][C@H:14]([O:17][CH3:18])[CH2:13][CH2:12]2)=[C:4]([Cl:20])[N:3]=1.C(=O)([O-])[O-].[Cs+].[Cs+].C1C=CC(P(C2C(C3C(P(C4C=CC=CC=4)C4C=CC=CC=4)=CC=C4C=3C=CC=C4)=C3C(C=CC=C3)=CC=2)C2C=CC=CC=2)=CC=1.Br[C:74]1[CH:75]=[C:76]([CH:79]=[CH:80][C:81]=1[N+:82]([O-:84])=[O:83])[C:77]#[N:78], predict the reaction product. The product is: [Cl:20][C:4]1[N:3]=[C:2]([NH:1][C:80]2[CH:79]=[C:76]([CH:75]=[CH:74][C:81]=2[N+:82]([O-:84])=[O:83])[C:77]#[N:78])[N:10]=[C:9]2[C:5]=1[NH:6][C:7](=[O:19])[N:8]2[C@H:11]1[CH2:12][CH2:13][C@H:14]([O:17][CH3:18])[CH2:15][CH2:16]1. (4) Given the reactants C([O-])([O-])=O.[K+].[K+].[C:7]([NH:14][C@@H:15]([CH2:19][C:20]1[CH:27]=[C:25]([OH:26])[C:23]([OH:24])=[CH:22][CH:21]=1)[C:16]([OH:18])=[O:17])([O:9][C:10]([CH3:13])([CH3:12])[CH3:11])=[O:8].[CH2:28](Br)[C:29]1[CH:34]=[CH:33][CH:32]=[CH:31][CH:30]=1, predict the reaction product. The product is: [CH2:28]([O:26][C:25]1[CH:27]=[C:20]([CH2:19][C@H:15]([NH:14][C:7]([O:9][C:10]([CH3:12])([CH3:13])[CH3:11])=[O:8])[C:16]([O:18][CH2:19][C:20]2[CH:27]=[CH:25][CH:23]=[CH:22][CH:21]=2)=[O:17])[CH:21]=[CH:22][C:23]=1[O:24][CH2:28][C:29]1[CH:34]=[CH:33][CH:32]=[CH:31][CH:30]=1)[C:29]1[CH:34]=[CH:33][CH:32]=[CH:31][CH:30]=1. (5) Given the reactants [O:1]1[C:9]2[C:4](=[N:5][CH:6]=[CH:7][CH:8]=2)[NH:3][C:2]1=[O:10].C1C(=O)N([Br:18])C(=O)C1.CCOC(C)=O.CCCCCC, predict the reaction product. The product is: [Br:18][C:7]1[CH:8]=[C:9]2[O:1][C:2](=[O:10])[NH:3][C:4]2=[N:5][CH:6]=1.